This data is from Peptide-MHC class II binding affinity with 134,281 pairs from IEDB. The task is: Regression. Given a peptide amino acid sequence and an MHC pseudo amino acid sequence, predict their binding affinity value. This is MHC class II binding data. (1) The peptide sequence is LAEGIVLASAALGPL. The MHC is HLA-DQA10501-DQB10302 with pseudo-sequence HLA-DQA10501-DQB10302. The binding affinity (normalized) is 0.592. (2) The peptide sequence is TDDNEEPIAPYHFDL. The MHC is DRB1_1501 with pseudo-sequence DRB1_1501. The binding affinity (normalized) is 0.224. (3) The peptide sequence is SVLLVVALFAVFLGS. The MHC is DRB5_0101 with pseudo-sequence DRB5_0101. The binding affinity (normalized) is 0. (4) The peptide sequence is GYITTNVLREILKEL. The MHC is DRB1_0401 with pseudo-sequence DRB1_0401. The binding affinity (normalized) is 0.388. (5) The peptide sequence is WSIHGKGEWMTTEDM. The MHC is HLA-DQA10601-DQB10402 with pseudo-sequence HLA-DQA10601-DQB10402. The binding affinity (normalized) is 0.272. (6) The MHC is DRB1_1302 with pseudo-sequence DRB1_1302. The peptide sequence is PGLIIGALAGST. The binding affinity (normalized) is 0.358.